This data is from Reaction yield outcomes from USPTO patents with 853,638 reactions. The task is: Predict the reaction yield, written as a fraction of the theoretical maximum amount of product (1.0 means a 100% yield; for example, 0.34 means a 34% yield). (1) The reactants are [CH3:1][O:2][C:3](=[O:11])[C:4]1[CH:9]=[CH:8][CH:7]=[CH:6][C:5]=1I.[CH3:12][Si:13]([C:16]#[CH:17])([CH3:15])[CH3:14].C(N(CC)CC)C. The catalyst is CN(C=O)C.[Cu]I. The product is [CH3:1][O:2][C:3](=[O:11])[C:4]1[CH:9]=[CH:8][CH:7]=[CH:6][C:5]=1[C:17]#[C:16][Si:13]([CH3:15])([CH3:14])[CH3:12]. The yield is 0.850. (2) The reactants are [CH2:1]([C:8]1[C:13]([O:14]COC)=[CH:12][CH:11]=[CH:10][C:9]=1[O:18]COC)[C:2]1[CH:7]=[CH:6][CH:5]=[CH:4][CH:3]=1.Cl.O. The catalyst is CO. The product is [CH2:1]([C:8]1[C:9]([OH:18])=[CH:10][CH:11]=[CH:12][C:13]=1[OH:14])[C:2]1[CH:3]=[CH:4][CH:5]=[CH:6][CH:7]=1. The yield is 0.990. (3) The reactants are ClC(OCC(C)C)=O.[NH:9]([C:29]([O:31][C:32]([CH3:35])([CH3:34])[CH3:33])=[O:30])[C@H:10]([C:26]([OH:28])=O)[CH2:11][CH2:12][CH2:13][CH2:14][NH:15][C:16]([O:18][CH2:19][C:20]1[CH:25]=[CH:24][CH:23]=[CH:22][CH:21]=1)=[O:17].CN1CCOCC1.[NH2:43][C@H:44]([C:49]([NH:51][C@H:52]([C:57]([O:59][CH3:60])=[O:58])[CH2:53][CH:54]([CH3:56])[CH3:55])=[O:50])[CH2:45][CH:46]([CH3:48])[CH3:47].Cl. The catalyst is C(OCC)(=O)C. The product is [NH:9]([C:29]([O:31][C:32]([CH3:35])([CH3:34])[CH3:33])=[O:30])[C@H:10]([C:26]([NH:43][C@H:44]([C:49]([NH:51][C@H:52]([C:57]([O:59][CH3:60])=[O:58])[CH2:53][CH:54]([CH3:55])[CH3:56])=[O:50])[CH2:45][CH:46]([CH3:47])[CH3:48])=[O:28])[CH2:11][CH2:12][CH2:13][CH2:14][NH:15][C:16]([O:18][CH2:19][C:20]1[CH:21]=[CH:22][CH:23]=[CH:24][CH:25]=1)=[O:17]. The yield is 0.902. (4) The reactants are [CH2:1]([O:3][C:4]([C:6]1[NH:7][C:8]2[C:13]([CH:14]=1)=[CH:12][C:11]([OH:15])=[CH:10][CH:9]=2)=[O:5])[CH3:2].Br[CH2:17][C:18]([N:20]1[CH2:24][CH2:23][CH2:22][CH2:21]1)=[O:19].C(=O)([O-])[O-].[Cs+].[Cs+]. The catalyst is CN(C)C=O.C(OCC)(=O)C. The product is [CH2:1]([O:3][C:4]([C:6]1[NH:7][C:8]2[C:13]([CH:14]=1)=[CH:12][C:11]([O:15][CH2:17][C:18](=[O:19])[N:20]1[CH2:24][CH2:23][CH2:22][CH2:21]1)=[CH:10][CH:9]=2)=[O:5])[CH3:2]. The yield is 0.250. (5) The reactants are [NH2:1][C:2]1[CH:3]=[C:4]([C:9]2[C:21](=[O:22])[N:20]([CH2:23][CH3:24])[C:12]3[N:13]=[C:14](S(C)=O)[N:15]=[CH:16][C:11]=3[CH:10]=2)[CH:5]=[CH:6][C:7]=1[F:8].[CH3:25][NH2:26].C1COCC1.O. The catalyst is C(Cl)Cl.CCCCCC. The product is [NH2:1][C:2]1[CH:3]=[C:4]([C:9]2[C:21](=[O:22])[N:20]([CH2:23][CH3:24])[C:12]3[N:13]=[C:14]([NH:26][CH3:25])[N:15]=[CH:16][C:11]=3[CH:10]=2)[CH:5]=[CH:6][C:7]=1[F:8]. The yield is 0.370. (6) The reactants are Br[C:2]1[C:7](=[O:8])[N:6]([CH2:9][C:10]2[CH:15]=[CH:14][C:13]([C:16]3[C:17]([C:22]#[N:23])=[CH:18][CH:19]=[CH:20][CH:21]=3)=[CH:12][CH:11]=2)[C:5]([CH2:24][CH2:25][CH3:26])=[N:4][C:3]=1[CH2:27][CH3:28].[CH:29]([O:32][C:33]1[N:38]=[CH:37][C:36](B(O)O)=[CH:35][CH:34]=1)([CH3:31])[CH3:30].C(=O)([O-])[O-].[Cs+].[Cs+].O1CCOCC1. The catalyst is C(OCC)(=O)C.C1C=CC(P(C2C=CC=CC=2)[C-]2C=CC=C2)=CC=1.C1C=CC(P(C2C=CC=CC=2)[C-]2C=CC=C2)=CC=1.Cl[Pd]Cl.[Fe+2].ClCCl. The product is [CH2:27]([C:3]1[N:4]=[C:5]([CH2:24][CH2:25][CH3:26])[N:6]([CH2:9][C:10]2[CH:15]=[CH:14][C:13]([C:16]3[C:17]([C:22]#[N:23])=[CH:18][CH:19]=[CH:20][CH:21]=3)=[CH:12][CH:11]=2)[C:7](=[O:8])[C:2]=1[C:36]1[CH:37]=[N:38][C:33]([O:32][CH:29]([CH3:31])[CH3:30])=[CH:34][CH:35]=1)[CH3:28]. The yield is 0.840. (7) The product is [CH:1]([C:4]1[CH:9]=[CH:8][CH:7]=[C:6]([O:10][CH2:20][O:21][CH3:22])[CH:5]=1)([CH3:3])[CH3:2]. The yield is 0.560. The catalyst is C(Cl)Cl.O. The reactants are [CH:1]([C:4]1[CH:5]=[C:6]([OH:10])[CH:7]=[CH:8][CH:9]=1)([CH3:3])[CH3:2].C(N(C(C)C)CC)(C)C.[CH3:20][O:21][CH2:22]Cl. (8) The reactants are [Br:1][C:2]1[NH:6][N:5]=[CH:4][CH:3]=1.Br[CH2:8][C:9]1[CH:18]=[CH:17][C:12]([C:13]([O:15][CH3:16])=[O:14])=[CH:11][CH:10]=1.C([O-])([O-])=O.[K+].[K+].CC(=O)CC. The catalyst is C(OCC)(=O)C. The product is [Br:1][C:2]1[N:6]([CH2:8][C:9]2[CH:18]=[CH:17][C:12]([C:13]([O:15][CH3:16])=[O:14])=[CH:11][CH:10]=2)[N:5]=[CH:4][CH:3]=1. The yield is 1.00.